This data is from Peptide-MHC class II binding affinity with 134,281 pairs from IEDB. The task is: Regression. Given a peptide amino acid sequence and an MHC pseudo amino acid sequence, predict their binding affinity value. This is MHC class II binding data. (1) The peptide sequence is AAGTYVAADAAAAST. The MHC is DRB1_0802 with pseudo-sequence DRB1_0802. The binding affinity (normalized) is 0.130. (2) The peptide sequence is EKKYFAATQFEPLHA. The MHC is HLA-DQA10401-DQB10402 with pseudo-sequence HLA-DQA10401-DQB10402. The binding affinity (normalized) is 0.544. (3) The peptide sequence is AAATAGTTVYGAFNA. The MHC is HLA-DPA10103-DPB10401 with pseudo-sequence HLA-DPA10103-DPB10401. The binding affinity (normalized) is 0.126. (4) The peptide sequence is PRGVTHDQLNNFRAG. The MHC is DRB1_0802 with pseudo-sequence DRB1_0802. The binding affinity (normalized) is 0.525.